From a dataset of Catalyst prediction with 721,799 reactions and 888 catalyst types from USPTO. Predict which catalyst facilitates the given reaction. Reactant: [F:1][C:2]1[CH:3]=[C:4]([CH:6]=[C:7]([F:10])[C:8]=1[F:9])[NH2:5].[N:11]([O-])=O.[Na+].[F:15][B-:16]([F:19])([F:18])[F:17].[H+]. Product: [F:15][B-:16]([F:19])([F:18])[F:17].[F:1][C:2]1[CH:3]=[C:4]([N+:5]#[N:11])[CH:6]=[C:7]([F:10])[C:8]=1[F:9]. The catalyst class is: 6.